From a dataset of Forward reaction prediction with 1.9M reactions from USPTO patents (1976-2016). Predict the product of the given reaction. (1) Given the reactants [N:1]12[CH2:8][CH2:7][CH:4]([CH2:5][CH2:6]1)[C@@H:3]([O:9][C:10]([C:12]1([C:19]3[CH:24]=[CH:23][CH:22]=[CH:21][CH:20]=3)[CH2:18][CH2:17][CH2:16][CH2:15][CH2:14][CH2:13]1)=[O:11])[CH2:2]2.Br[CH2:26][CH2:27][O:28][C:29]1[CH:34]=[CH:33][C:32]([F:35])=[CH:31][CH:30]=1, predict the reaction product. The product is: [CH:10]([O-:11])=[O:9].[F:35][C:32]1[CH:33]=[CH:34][C:29]([O:28][CH2:27][CH2:26][N+:1]23[CH2:8][CH2:7][CH:4]([CH2:5][CH2:6]2)[C@@H:3]([O:9][C:10]([C:12]2([C:19]4[CH:20]=[CH:21][CH:22]=[CH:23][CH:24]=4)[CH2:18][CH2:17][CH2:16][CH2:15][CH2:14][CH2:13]2)=[O:11])[CH2:2]3)=[CH:30][CH:31]=1. (2) Given the reactants [Li+].C[Si]([N-][Si](C)(C)C)(C)C.[Cl:11][C:12]1[CH:17]=[CH:16][C:15]([CH:18]2[CH2:24][C:21]3([CH2:23][CH2:22]3)[NH:20][C:19]2=[O:25])=[CH:14][CH:13]=1.[CH3:26][C:27]([O:30][C:31](O[C:31]([O:30][C:27]([CH3:29])([CH3:28])[CH3:26])=[O:32])=[O:32])([CH3:29])[CH3:28], predict the reaction product. The product is: [Cl:11][C:12]1[CH:13]=[CH:14][C:15]([CH:18]2[CH2:24][C:21]3([CH2:22][CH2:23]3)[N:20]([C:31]([O:30][C:27]([CH3:29])([CH3:28])[CH3:26])=[O:32])[C:19]2=[O:25])=[CH:16][CH:17]=1.